Dataset: Full USPTO retrosynthesis dataset with 1.9M reactions from patents (1976-2016). Task: Predict the reactants needed to synthesize the given product. Given the product [C:1]([O:4][CH:5]1[C:6]([OH:45])([CH3:44])[CH2:7][CH2:8][CH:9]([O:36][Si:37]([CH2:42][CH3:43])([CH2:38][CH3:39])[CH2:40][CH3:41])[CH2:10][C:11]([O:13][CH:14](/[C:19](/[CH3:35])=[CH:20]/[CH:21]=[CH:22]/[CH:23]([CH3:34])[CH2:24][CH:25]2[O:33][CH:26]2[CH:27]([CH3:32])[CH:28]([O:31][C:60](=[O:61])[NH:59][C:53]2[CH:58]=[CH:57][CH:56]=[CH:55][CH:54]=2)[CH2:29][CH3:30])[CH:15]([CH3:18])[CH:16]=[CH:17]1)=[O:12])(=[O:3])[CH3:2], predict the reactants needed to synthesize it. The reactants are: [C:1]([O:4][CH:5]1[C:6]([OH:45])([CH3:44])[CH2:7][CH2:8][CH:9]([O:36][Si:37]([CH2:42][CH3:43])([CH2:40][CH3:41])[CH2:38][CH3:39])[CH2:10][C:11]([O:13][CH:14](/[C:19](/[CH3:35])=[CH:20]/[CH:21]=[CH:22]/[CH:23]([CH3:34])[CH2:24][CH:25]2[O:33][CH:26]2[CH:27]([CH3:32])[CH:28]([OH:31])[CH2:29][CH3:30])[CH:15]([CH3:18])[CH:16]=[CH:17]1)=[O:12])(=[O:3])[CH3:2].C(N(CC)CC)C.[C:53]1([N:59]=[C:60]=[O:61])[CH:58]=[CH:57][CH:56]=[CH:55][CH:54]=1.